From a dataset of NCI-60 drug combinations with 297,098 pairs across 59 cell lines. Regression. Given two drug SMILES strings and cell line genomic features, predict the synergy score measuring deviation from expected non-interaction effect. (1) Drug 1: COC1=CC(=CC(=C1O)OC)C2C3C(COC3=O)C(C4=CC5=C(C=C24)OCO5)OC6C(C(C7C(O6)COC(O7)C8=CC=CS8)O)O. Drug 2: C1=CN(C(=O)N=C1N)C2C(C(C(O2)CO)O)O.Cl. Cell line: K-562. Synergy scores: CSS=58.6, Synergy_ZIP=-0.902, Synergy_Bliss=-0.184, Synergy_Loewe=6.20, Synergy_HSA=8.44. (2) Drug 1: CC1=C2C(C(=O)C3(C(CC4C(C3C(C(C2(C)C)(CC1OC(=O)C(C(C5=CC=CC=C5)NC(=O)OC(C)(C)C)O)O)OC(=O)C6=CC=CC=C6)(CO4)OC(=O)C)OC)C)OC. Drug 2: COC1=NC(=NC2=C1N=CN2C3C(C(C(O3)CO)O)O)N. Cell line: RPMI-8226. Synergy scores: CSS=52.4, Synergy_ZIP=2.61, Synergy_Bliss=0.260, Synergy_Loewe=-24.7, Synergy_HSA=-1.99. (3) Drug 1: CC1=CC2C(CCC3(C2CCC3(C(=O)C)OC(=O)C)C)C4(C1=CC(=O)CC4)C. Drug 2: COC1=C2C(=CC3=C1OC=C3)C=CC(=O)O2. Cell line: MDA-MB-231. Synergy scores: CSS=-9.87, Synergy_ZIP=5.05, Synergy_Bliss=-3.06, Synergy_Loewe=-14.9, Synergy_HSA=-14.0. (4) Drug 1: C1CCC(CC1)NC(=O)N(CCCl)N=O. Drug 2: CC12CCC3C(C1CCC2OP(=O)(O)O)CCC4=C3C=CC(=C4)OC(=O)N(CCCl)CCCl.[Na+]. Cell line: HCC-2998. Synergy scores: CSS=-4.56, Synergy_ZIP=-2.15, Synergy_Bliss=-8.69, Synergy_Loewe=-13.1, Synergy_HSA=-10.6. (5) Drug 1: C1CCC(CC1)NC(=O)N(CCCl)N=O. Drug 2: C1=C(C(=O)NC(=O)N1)N(CCCl)CCCl. Cell line: SNB-19. Synergy scores: CSS=36.5, Synergy_ZIP=2.96, Synergy_Bliss=4.06, Synergy_Loewe=5.62, Synergy_HSA=7.45.